From a dataset of Reaction yield outcomes from USPTO patents with 853,638 reactions. Predict the reaction yield, written as a fraction of the theoretical maximum amount of product (1.0 means a 100% yield; for example, 0.34 means a 34% yield). (1) The reactants are [CH2:1]([C:13]1[CH:19]=[CH:18][C:16]([NH2:17])=CC=1)[CH2:2][CH2:3]CCCCCCCCC.[NH:20]1[CH:24]=[CH:23][N:22]=[CH:21]1.C(Cl)(=O)C=C.C([O-])(O)=O.[Na+].C([N:37](CC)CC)C. The catalyst is C1COCC1.ClCCl. The product is [CH2:13]1[CH2:1][CH2:2][CH2:3][N:17]([CH2:24][CH2:23][N:22]=[C:21]([NH2:37])[NH2:20])[CH2:16][CH2:18][CH2:19]1. The yield is 0.950. (2) The reactants are C1(C)C=CC(C([C@@](C(O)=O)(O)[C@@](C(C2C=CC(C)=CC=2)=O)(O)C(O)=O)=O)=CC=1.[CH2:29]([N:36]1[CH2:41][CH2:40][C@@H:39]([CH3:42])[C@@H:38]([NH:43][CH3:44])[CH2:37]1)[C:30]1[CH:35]=[CH:34][CH:33]=[CH:32][CH:31]=1.[CH2:29]([N:36]1[CH2:41][CH2:40][C@@H:39]([CH3:42])[C@@H:38]([NH:43][CH3:44])[CH2:37]1)[C:30]1[CH:31]=[CH:32][CH:33]=[CH:34][CH:35]=1.[OH-].[Na+].[CH3:75][C:74]([O:73][C:71](O[C:71]([O:73][C:74]([CH3:77])([CH3:76])[CH3:75])=[O:72])=[O:72])([CH3:77])[CH3:76]. The catalyst is O1CCOCC1.O. The product is [CH2:29]([N:36]1[CH2:41][CH2:40][C@@H:39]([CH3:42])[C@@H:38]([N:43]([CH3:44])[C:71](=[O:72])[O:73][C:74]([CH3:75])([CH3:76])[CH3:77])[CH2:37]1)[C:30]1[CH:31]=[CH:32][CH:33]=[CH:34][CH:35]=1. The yield is 0.820. (3) The reactants are [F:1][CH:2]([F:18])[C:3](=O)[CH2:4][C:5]([C:7]1[CH:12]=[CH:11][CH:10]=[C:9]([C:13]([F:16])([F:15])[F:14])[CH:8]=1)=O.[NH2:19][C:20]1[CH:24]=[CH:23][NH:22][N:21]=1. The product is [F:14][C:13]([F:16])([F:15])[C:9]1[CH:8]=[C:7]([C:5]2[CH:4]=[C:3]([CH:2]([F:18])[F:1])[N:21]3[N:22]=[CH:23][CH:24]=[C:20]3[N:19]=2)[CH:12]=[CH:11][CH:10]=1. The yield is 0.820. The catalyst is C(O)(=O)C. (4) The reactants are Br[C:2]1[CH:7]=[CH:6][C:5]([Br:8])=[CH:4][N:3]=1.[C:9]1([OH:15])[CH:14]=[CH:13][CH:12]=[CH:11][CH:10]=1.CC(C)([O-])C.[K+]. The catalyst is CS(C)=O. The product is [Br:8][C:5]1[CH:6]=[CH:7][C:2]([O:15][C:9]2[CH:14]=[CH:13][CH:12]=[CH:11][CH:10]=2)=[N:3][CH:4]=1. The yield is 0.700. (5) The reactants are [NH:1]1[C:5]2[CH:6]=[CH:7][CH:8]=[CH:9][C:4]=2[N:3]=[C:2]1[NH2:10].[C:11](N1C=CN=C1)([N:13]1[CH:17]=[CH:16][N:15]=[CH:14]1)=[S:12]. The catalyst is C(#N)C. The product is [NH:1]1[C:5]2[CH:6]=[CH:7][CH:8]=[CH:9][C:4]=2[N:3]=[C:2]1[NH:10][C:11]([N:13]1[CH:17]=[CH:16][N:15]=[CH:14]1)=[S:12]. The yield is 0.770. (6) The reactants are [OH:1][N:2]=[C:3]([Cl:13])[C@H:4]1[C:8]([CH3:10])([CH3:9])[O:7][C:6]([CH3:12])([CH3:11])[O:5]1.[CH3:14][S:15](Cl)(=[O:17])=[O:16].C(N(CC)CC)C. The catalyst is CCOCC. The product is [CH3:11][C:6]1([CH3:12])[O:5][C@@H:4]([C:3]([Cl:13])=[N:2][O:1][S:15]([CH3:14])(=[O:17])=[O:16])[C:8]([CH3:9])([CH3:10])[O:7]1. The yield is 0.662. (7) The reactants are [F:1][C:2]1([F:29])[O:6][C:5]2[CH:7]=[C:8]([CH3:28])[C:9]([C:11]3[CH:16]=[CH:15][C:14]([NH:17][C:18]([C:20]4[C:25]([F:26])=[CH:24][CH:23]=[CH:22][C:21]=4[F:27])=O)=[CH:13][CH:12]=3)=[CH:10][C:4]=2[O:3]1.Cl.C(OCC)(=O)C. The catalyst is C1COCC1. The product is [F:29][C:2]1([F:1])[O:6][C:5]2[CH:7]=[C:8]([CH3:28])[C:9]([C:11]3[CH:12]=[CH:13][C:14]([NH:17][CH2:18][C:20]4[C:25]([F:26])=[CH:24][CH:23]=[CH:22][C:21]=4[F:27])=[CH:15][CH:16]=3)=[CH:10][C:4]=2[O:3]1. The yield is 0.671. (8) The reactants are FC(F)(F)S(O[C:7]1[CH:16]=[CH:15][CH:14]=[C:13]2[C:8]=1[CH2:9][C@H:10]([N:17]([CH2:25][C:26]1[CH:31]=[CH:30][CH:29]=[CH:28][CH:27]=1)[CH2:18][C:19]1[CH:24]=[CH:23][CH:22]=[CH:21][CH:20]=1)[CH2:11][O:12]2)(=O)=O.[N:34]1[CH:39]=[CH:38][C:37](B(O)O)=[CH:36][CH:35]=1.P([O-])([O-])([O-])=O.[K+].[K+].[K+]. The catalyst is O1CCOCC1.[Pd](Cl)Cl.C1(P(C2C=CC=CC=2)[C-]2C=CC=C2)C=CC=CC=1.[C-]1(P(C2C=CC=CC=2)C2C=CC=CC=2)C=CC=C1.[Fe+2]. The product is [CH2:18]([N:17]([CH2:25][C:26]1[CH:31]=[CH:30][CH:29]=[CH:28][CH:27]=1)[C@H:10]1[CH2:9][C:8]2[C:13](=[CH:14][CH:15]=[CH:16][C:7]=2[C:37]2[CH:38]=[CH:39][N:34]=[CH:35][CH:36]=2)[O:12][CH2:11]1)[C:19]1[CH:24]=[CH:23][CH:22]=[CH:21][CH:20]=1. The yield is 0.830.